Predict the reaction yield, written as a fraction of the theoretical maximum amount of product (1.0 means a 100% yield; for example, 0.34 means a 34% yield). From a dataset of Reaction yield outcomes from USPTO patents with 853,638 reactions. The reactants are O[CH2:2][CH2:3][O:4][C:5]1[CH:6]=[CH:7][C:8]([C:21]2[NH:30][C:29](=[O:31])[C:28]3[C:23](=[CH:24][C:25]([O:32][CH3:33])=[CH:26][CH:27]=3)[N:22]=2)=[N:9][C:10]=1[C:11]1[CH:16]=[CH:15][C:14]([S:17]([CH3:20])(=[O:19])=[O:18])=[CH:13][CH:12]=1.P(Br)(Br)[Br:35]. The catalyst is CN(C=O)C. The product is [Br:35][CH2:2][CH2:3][O:4][C:5]1[CH:6]=[CH:7][C:8]([C:21]2[NH:30][C:29](=[O:31])[C:28]3[C:23](=[CH:24][C:25]([O:32][CH3:33])=[CH:26][CH:27]=3)[N:22]=2)=[N:9][C:10]=1[C:11]1[CH:16]=[CH:15][C:14]([S:17]([CH3:20])(=[O:19])=[O:18])=[CH:13][CH:12]=1. The yield is 0.930.